From a dataset of Reaction yield outcomes from USPTO patents with 853,638 reactions. Predict the reaction yield, written as a fraction of the theoretical maximum amount of product (1.0 means a 100% yield; for example, 0.34 means a 34% yield). The catalyst is C1COCC1. The product is [F:55][C:42]1[C:43]([NH:48][S:49]([CH2:52][CH2:53][CH3:54])(=[O:51])=[O:50])=[CH:44][CH:45]=[C:46]([F:47])[C:41]=1[C:40]([NH:39][C:36]1[CH:37]=[C:38]2[C:30]([CH2:29][CH2:28][CH2:27][OH:26])=[N:31][NH:32][C:33]2=[N:34][CH:35]=1)=[O:56]. The reactants are [F-].C([N+](CCCC)(CCCC)CCCC)CCC.[Si]([O:26][CH2:27][CH2:28][CH2:29][C:30]1[C:38]2[C:33](=[N:34][CH:35]=[C:36]([NH:39][C:40](=[O:56])[C:41]3[C:46]([F:47])=[CH:45][CH:44]=[C:43]([NH:48][S:49]([CH2:52][CH2:53][CH3:54])(=[O:51])=[O:50])[C:42]=3[F:55])[CH:37]=2)[NH:32][N:31]=1)(C(C)(C)C)(C)C. The yield is 0.520.